This data is from Reaction yield outcomes from USPTO patents with 853,638 reactions. The task is: Predict the reaction yield, written as a fraction of the theoretical maximum amount of product (1.0 means a 100% yield; for example, 0.34 means a 34% yield). (1) The reactants are [CH2:1]([N:3]1[C:7]([N:8]2[CH2:14][CH2:13][CH2:12][C@@H:11]([NH:15][C:16](=[O:21])[C:17]([F:20])([F:19])[F:18])[CH2:10][CH2:9]2)=[C:6]([N+:22]([O-])=O)[CH:5]=[N:4]1)[CH3:2].[C:25]([O:29][C:30]([NH:32][C:33]1[S:37][C:36]([C:38]2[C:43]([F:44])=[CH:42][CH:41]=[CH:40][C:39]=2[F:45])=[N:35][C:34]=1[C:46](O)=[O:47])=[O:31])([CH3:28])([CH3:27])[CH3:26]. No catalyst specified. The product is [F:45][C:39]1[CH:40]=[CH:41][CH:42]=[C:43]([F:44])[C:38]=1[C:36]1[S:37][C:33]([NH:32][C:30](=[O:31])[O:29][C:25]([CH3:27])([CH3:26])[CH3:28])=[C:34]([C:46](=[O:47])[NH:22][C:6]2[CH:5]=[N:4][N:3]([CH2:1][CH3:2])[C:7]=2[N:8]2[CH2:14][CH2:13][CH2:12][C@@H:11]([NH:15][C:16](=[O:21])[C:17]([F:20])([F:19])[F:18])[CH2:10][CH2:9]2)[N:35]=1. The yield is 0.760. (2) The reactants are [NH2:1][C:2]1[CH:7]=[CH:6][C:5]([SH:8])=[CH:4][CH:3]=1.[CH3:9][S:10]S(C)(=O)=O. The catalyst is CO. The product is [CH:2]([NH2:1])([CH3:7])[CH3:3].[CH3:9][S:10][S:8][C:5]1[CH:6]=[CH:7][C:2]([NH2:1])=[CH:3][CH:4]=1. The yield is 0.0100. (3) The catalyst is C1COCC1. The yield is 0.730. The product is [CH3:19][S:20]([CH2:23][CH2:24][CH2:25][O:17][C:15]1[C:14]([CH3:18])=[C:13]2[N:12]([CH:16]=1)[N:11]=[CH:10][N:9]=[C:8]2[O:1][C:2]1[CH:3]=[CH:4][CH:5]=[CH:6][CH:7]=1)(=[O:22])=[O:21]. The reactants are [O:1]([C:8]1[C:13]2=[C:14]([CH3:18])[C:15]([OH:17])=[CH:16][N:12]2[N:11]=[CH:10][N:9]=1)[C:2]1[CH:7]=[CH:6][CH:5]=[CH:4][CH:3]=1.[CH3:19][S:20]([CH2:23][CH2:24][CH2:25]O)(=[O:22])=[O:21].C1C=CC(P(C2C=CC=CC=2)C2C=CC=CC=2)=CC=1.CCOC(/N=N/C(OCC)=O)=O. (4) The reactants are [CH2:1]1[CH:9]2[CH:4]([CH2:5][CH:6]=[CH:7][CH2:8]2)[CH2:3][N:2]1[C:10]([O:12][C:13]([CH3:16])([CH3:15])[CH3:14])=[O:11].C[OH:18].[OH-].[Na+].OO. The catalyst is C1COCC1.CCOCC.O. The product is [OH:18][CH:7]1[CH2:6][CH2:5][CH:4]2[CH:9]([CH2:1][N:2]([C:10]([O:12][C:13]([CH3:16])([CH3:15])[CH3:14])=[O:11])[CH2:3]2)[CH2:8]1. The yield is 0.942. (5) The reactants are [NH:1]([C:3]1[N:4]=[N:5][CH:6]=[C:7]([C:9]2[C:14]([C:15]([F:18])([F:17])[F:16])=[CH:13][CH:12]=[CH:11][N:10]=2)[CH:8]=1)[NH2:2].[F:19][C:20]([F:31])([F:30])[C:21]1[CH:26]=[CH:25][C:24]([N:27]=[C:28]=O)=[CH:23][CH:22]=1.P(Cl)(Cl)(Cl)=O.C(=O)([O-])[O-].[Na+].[Na+]. The catalyst is C(#N)C.O.C(Cl)(Cl)Cl. The product is [F:19][C:20]([F:30])([F:31])[C:21]1[CH:22]=[CH:23][C:24]([NH:27][C:28]2[N:4]3[N:5]=[CH:6][C:7]([C:9]4[C:14]([C:15]([F:18])([F:17])[F:16])=[CH:13][CH:12]=[CH:11][N:10]=4)=[CH:8][C:3]3=[N:1][N:2]=2)=[CH:25][CH:26]=1. The yield is 0.480. (6) The reactants are Cl.[CH3:2][C@@:3]([S:31]([CH3:34])(=[O:33])=[O:32])([CH2:14][CH2:15][N:16]1[CH:21]=[CH:20][C:19](/[CH:22]=[CH:23]/[C:24]2[CH:29]=[CH:28][CH:27]=[CH:26][CH:25]=2)=[CH:18][C:17]1=[O:30])[C:4]([NH:6][O:7]C1CCCCO1)=[O:5]. The catalyst is ClCCl.CO. The product is [OH:7][NH:6][C:4](=[O:5])[C:3]([CH3:2])([S:31]([CH3:34])(=[O:33])=[O:32])[CH2:14][CH2:15][N:16]1[CH:21]=[CH:20][C:19](/[CH:22]=[CH:23]/[C:24]2[CH:25]=[CH:26][CH:27]=[CH:28][CH:29]=2)=[CH:18][C:17]1=[O:30]. The yield is 0.760. (7) The reactants are Br[C:2]1[CH:3]=[C:4]2[CH:10]=[CH:9][NH:8][C:5]2=[N:6][CH:7]=1.[CH3:11][C:12]1([CH3:28])[C:16]([CH3:18])([CH3:17])[O:15][B:14]([B:14]2[O:15][C:16]([CH3:18])([CH3:17])[C:12]([CH3:28])([CH3:11])[O:13]2)[O:13]1.CC([O-])=O.[K+]. The catalyst is O1CCOCC1. The product is [CH3:11][C:12]1([CH3:28])[C:16]([CH3:18])([CH3:17])[O:15][B:14]([C:2]2[CH:3]=[C:4]3[CH:10]=[CH:9][NH:8][C:5]3=[N:6][CH:7]=2)[O:13]1. The yield is 0.942. (8) The reactants are [CH2:1]([N:8]1[C:16]2[C:11](=[CH:12][C:13]([NH:17][C:18]3[N:26]=[CH:25][C:24]([F:27])=[CH:23][C:19]=3[C:20](O)=[O:21])=[CH:14][CH:15]=2)[CH:10]=[N:9]1)[C:2]1[CH:7]=[CH:6][CH:5]=[CH:4][CH:3]=1.[NH2:28][C@@H:29]1[CH2:34][CH2:33][C@H:32]([NH:35][C:36]([C:38]2[N:39]=[C:40]3[CH:45]=[CH:44][CH:43]=[CH:42][N:41]3[CH:46]=2)=[O:37])[CH2:31][CH2:30]1.C(N(CC)CC)C. The catalyst is C(#N)C. The product is [CH2:1]([N:8]1[C:16]2[C:11](=[CH:12][C:13]([NH:17][C:18]3[C:19]([C:20]([NH:28][C@@H:29]4[CH2:30][CH2:31][C@H:32]([NH:35][C:36]([C:38]5[N:39]=[C:40]6[CH:45]=[CH:44][CH:43]=[CH:42][N:41]6[CH:46]=5)=[O:37])[CH2:33][CH2:34]4)=[O:21])=[CH:23][C:24]([F:27])=[CH:25][N:26]=3)=[CH:14][CH:15]=2)[CH:10]=[N:9]1)[C:2]1[CH:7]=[CH:6][CH:5]=[CH:4][CH:3]=1. The yield is 0.100. (9) The reactants are [N+:1]([C:4]1[N:5]=[N:6][NH:7][CH:8]=1)([O-:3])=[O:2].C(=O)([O-])[O-].[K+].[K+].CC(C)=O.[CH3:19][O:20][CH2:21]Cl. The catalyst is C(OCC)(=O)C.O. The product is [CH3:19][O:20][CH2:21][N:7]1[CH:8]=[C:4]([N+:1]([O-:3])=[O:2])[N:5]=[N:6]1. The yield is 0.615.